Dataset: Forward reaction prediction with 1.9M reactions from USPTO patents (1976-2016). Task: Predict the product of the given reaction. (1) Given the reactants [CH:1](=O)[CH2:2][CH2:3][CH2:4][CH2:5][CH2:6]C.[BH3-][C:10]#[N:11].[Na+].[NH:13]1[CH2:17][CH2:16][N:15]=[C:14]1[CH2:18][CH:19]([C:26]1[CH:27]=[C:28](N)[CH:29]=[CH:30][CH:31]=1)[C:20]1[CH:25]=[CH:24][CH:23]=[CH:22][N:21]=1.N#N, predict the reaction product. The product is: [NH:13]1[CH2:17][CH2:16][N:15]=[C:14]1[CH2:18][CH:19]([C:26]1[CH:27]=[C:28]([CH2:1][CH2:2][CH2:3][CH2:4][CH2:5][CH2:6][CH2:10][NH2:11])[CH:29]=[CH:30][CH:31]=1)[C:20]1[CH:25]=[CH:24][CH:23]=[CH:22][N:21]=1. (2) Given the reactants [NH2:1][C:2]1[N:10]=[CH:9][C:8]([CH3:11])=[CH:7][C:3]=1[C:4]([NH2:6])=[O:5].[Cl:12][C:13]1[CH:14]=[C:15]([CH:18]=[CH:19][CH:20]=1)[CH2:16][Br:17], predict the reaction product. The product is: [BrH:17].[Cl:12][C:13]1[CH:14]=[C:15]([CH:18]=[CH:19][CH:20]=1)[CH2:16][N:10]1[CH:9]=[C:8]([CH3:11])[CH:7]=[C:3]([C:4]([NH2:6])=[O:5])[C:2]1=[NH:1]. (3) Given the reactants B.[CH3:2][C:3]1([C:15]2[CH:24]=[CH:23][C:22]3[C:21]([CH3:26])([CH3:25])[CH2:20][CH2:19][C:18]([CH3:28])([CH3:27])[C:17]=3[CH:16]=2)[C:7]2[CH:8]=[C:9]([C:12](O)=[O:13])[CH:10]=[CH:11][C:6]=2[O:5][CH2:4]1.O, predict the reaction product. The product is: [CH3:25][C:21]1([CH3:26])[CH2:20][CH2:19][C:18]([CH3:27])([CH3:28])[C:17]2[CH:16]=[C:15]([C:3]3([CH3:2])[C:7]4[CH:8]=[C:9]([CH2:12][OH:13])[CH:10]=[CH:11][C:6]=4[O:5][CH2:4]3)[CH:24]=[CH:23][C:22]1=2. (4) Given the reactants [C:1](Cl)(=[O:5])[CH:2]([CH3:4])[CH3:3].[NH:7]1[C:16](=[O:17])[C:15]2[NH:14][CH:13]=[N:12][C:11]=2[N:10]=[C:8]1[NH2:9], predict the reaction product. The product is: [C:1]([NH:9][C:8]1[NH:7][C:16](=[O:17])[C:15]2[NH:14][CH:13]=[N:12][C:11]=2[N:10]=1)(=[O:5])[CH:2]([CH3:4])[CH3:3]. (5) Given the reactants [Al+3].[Cl-].[Cl-].[Cl-].[Br:5][C:6]1[C:11]([C:12]2(O)[CH2:16][CH2:15][CH2:14][CH2:13]2)=[CH:10][CH:9]=[CH:8][N:7]=1.[OH-].[Na+].[F:20][C:21]1[CH:26]=[CH:25][CH:24]=[CH:23][CH:22]=1, predict the reaction product. The product is: [Br:5][C:6]1[C:11]([C:12]2([C:24]3[CH:25]=[CH:26][C:21]([F:20])=[CH:22][CH:23]=3)[CH2:16][CH2:15][CH2:14][CH2:13]2)=[CH:10][CH:9]=[CH:8][N:7]=1. (6) Given the reactants [CH3:1][N:2]([CH3:15])[C:3](=[O:14])[CH2:4][C:5]1[CH:10]=[C:9]([CH2:11][CH3:12])[CH:8]=[CH:7][C:6]=1I.[Br:16][C:17]1[CH:23]=[C:22]([Cl:24])[CH:21]=[C:20]([F:25])[C:18]=1[NH2:19], predict the reaction product. The product is: [CH3:1][N:2]([CH3:15])[C:3](=[O:14])[CH2:4][C:5]1[CH:10]=[C:9]([CH2:11][CH3:12])[CH:8]=[CH:7][C:6]=1[NH:19][C:18]1[C:20]([F:25])=[CH:21][C:22]([Cl:24])=[CH:23][C:17]=1[Br:16]. (7) The product is: [CH3:3][O:4][CH2:5][CH2:6][O:7][C:9]1[C:10]([NH2:16])=[N:11][CH:12]=[C:13]([Br:15])[N:14]=1. Given the reactants [H-].[Na+].[CH3:3][O:4][CH2:5][CH2:6][OH:7].Br[C:9]1[C:10]([NH2:16])=[N:11][CH:12]=[C:13]([Br:15])[N:14]=1, predict the reaction product. (8) Given the reactants [Br:1][C:2]1[S:3][C:4]([NH:32][C:33](=[O:39])[O:34][C:35]([CH3:38])([CH3:37])[CH3:36])=[C:5]([C:7](=[O:31])[NH:8][C:9]2[CH:10]=[N:11][N:12]([CH3:30])[C:13]=2[C:14]23[O:21][CH:18]([CH2:19]C2)[CH:17]([NH:22][C:23]([O:25][C:26]([CH3:29])([CH3:28])[CH3:27])=[O:24])[CH2:16][CH2:15]3)[N:6]=1.[F:40][C@H]1[C@H](NC(=O)OC(C)(C)C)CC[C@@H](C2N(C)N=CC=2[N+]([O-])=O)OC1, predict the reaction product. The product is: [Br:1][C:2]1[S:3][C:4]([NH:32][C:33](=[O:39])[O:34][C:35]([CH3:37])([CH3:38])[CH3:36])=[C:5]([C:7](=[O:31])[NH:8][C:9]2[CH:10]=[N:11][N:12]([CH3:30])[C:13]=2[C@@H:14]2[CH2:15][CH2:16][C@@H:17]([NH:22][C:23]([O:25][C:26]([CH3:29])([CH3:27])[CH3:28])=[O:24])[C@H:18]([F:40])[CH2:19][O:21]2)[N:6]=1.